From a dataset of Catalyst prediction with 721,799 reactions and 888 catalyst types from USPTO. Predict which catalyst facilitates the given reaction. (1) Reactant: [H-].[Na+].[CH2:3]([O:6][C:7]1[CH:12]=[CH:11][C:10]([CH2:13]Cl)=[CH:9][CH:8]=1)[CH:4]=[CH2:5].[N:15]1[N:16]([CH2:20][CH2:21][OH:22])[N:17]=[CH:18][CH:19]=1.O. Product: [CH2:3]([O:6][C:7]1[CH:12]=[CH:11][C:10]([CH2:13][O:22][CH2:21][CH2:20][N:16]2[N:17]=[CH:18][CH:19]=[N:15]2)=[CH:9][CH:8]=1)[CH:4]=[CH2:5]. The catalyst class is: 3. (2) The catalyst class is: 176. Reactant: [C:1]([O:4][CH2:5][C@@H:6]1[C@@H:13]2[C@@H:9]([O:10][C:11]([CH3:15])([CH3:14])[O:12]2)[C@H:8]([N:16]2[CH:24]=[N:23][C:22]3[C:17]2=[N:18][CH:19]=[N:20][C:21]=3Cl)[CH2:7]1)(=[O:3])[CH3:2].[Br-].[CH2:27]([Zn+])[CH:28]([CH3:30])[CH3:29]. Product: [C:1]([O:4][CH2:5][C@@H:6]1[C@@H:13]2[C@@H:9]([O:10][C:11]([CH3:15])([CH3:14])[O:12]2)[C@H:8]([N:16]2[CH:24]=[N:23][C:22]3[C:17]2=[N:18][CH:19]=[N:20][C:21]=3[CH2:27][CH:28]([CH3:30])[CH3:29])[CH2:7]1)(=[O:3])[CH3:2].